The task is: Predict the reactants needed to synthesize the given product.. This data is from Full USPTO retrosynthesis dataset with 1.9M reactions from patents (1976-2016). (1) Given the product [C:25]([NH:1][CH2:2][C@@H:3]([C@@H:5]1[CH2:13][C:12]2[C:7](=[CH:8][CH:9]=[CH:10][CH:11]=2)[N:6]1[C:14]([O:16][CH2:17][C:18]1[CH:19]=[CH:20][CH:21]=[CH:22][CH:23]=1)=[O:15])[OH:4])(=[O:26])[CH3:24], predict the reactants needed to synthesize it. The reactants are: [NH2:1][CH2:2][C@@H:3]([C@@H:5]1[CH2:13][C:12]2[C:7](=[CH:8][CH:9]=[CH:10][CH:11]=2)[N:6]1[C:14]([O:16][CH2:17][C:18]1[CH:23]=[CH:22][CH:21]=[CH:20][CH:19]=1)=[O:15])[OH:4].[CH3:24][C:25](OC(C)=O)=[O:26]. (2) Given the product [NH2:26][C:12]1[C:11]([CH3:10])=[N:15][C:14]2([C:24]3[C:19](=[CH:20][CH:21]=[C:22]([NH:25][C:7]([C:5]4[S:6][C:2]([CH3:1])=[CH:3][CH:4]=4)=[O:9])[CH:23]=3)[O:18][CH2:17][CH2:16]2)[N:13]=1, predict the reactants needed to synthesize it. The reactants are: [CH3:1][C:2]1[S:6][C:5]([C:7]([OH:9])=O)=[CH:4][CH:3]=1.[CH3:10][C:11]1[C:12]([NH2:26])=[N:13][C:14]2([C:24]3[C:19](=[CH:20][CH:21]=[C:22]([NH2:25])[CH:23]=3)[O:18][CH2:17][CH2:16]2)[N:15]=1. (3) Given the product [NH2:1][C:2]1[CH:21]=[CH:20][C:5]([O:6][C:7]2[C:16]3[C:11](=[CH:12][C:13]([O:19][CH2:24][CH:25]4[CH2:30][CH2:29][N:28]([C:31]([O:33][C:34]([CH3:35])([CH3:37])[CH3:36])=[O:32])[CH2:27][CH2:26]4)=[C:14]([C:17]#[N:18])[CH:15]=3)[N:10]=[CH:9][CH:8]=2)=[CH:4][C:3]=1[F:22], predict the reactants needed to synthesize it. The reactants are: [NH2:1][C:2]1[CH:21]=[CH:20][C:5]([O:6][C:7]2[C:16]3[C:11](=[CH:12][C:13]([OH:19])=[C:14]([C:17]#[N:18])[CH:15]=3)[N:10]=[CH:9][CH:8]=2)=[CH:4][C:3]=1[F:22].Br[CH2:24][CH:25]1[CH2:30][CH2:29][N:28]([C:31]([O:33][C:34]([CH3:37])([CH3:36])[CH3:35])=[O:32])[CH2:27][CH2:26]1.C(=O)([O-])[O-].[K+].[K+].CN(C)C=O.